From a dataset of Forward reaction prediction with 1.9M reactions from USPTO patents (1976-2016). Predict the product of the given reaction. (1) Given the reactants [NH2:1][C:2]1[CH:11]=[CH:10][C:9]([CH2:12][NH:13][S:14]([CH3:17])(=[O:16])=[O:15])=[CH:8][C:3]=1[C:4]([O:6]C)=[O:5].O[Li].O.Cl, predict the reaction product. The product is: [NH2:1][C:2]1[CH:11]=[CH:10][C:9]([CH2:12][NH:13][S:14]([CH3:17])(=[O:16])=[O:15])=[CH:8][C:3]=1[C:4]([OH:6])=[O:5]. (2) Given the reactants [C:1]([O:5][C:6]([NH:8][C:9]1[CH:10]=[CH:11][C:12]([CH3:24])=[C:13]([C:15]2[CH:20]=[CH:19][C:18]([C:21](O)=[O:22])=[CH:17][CH:16]=2)[CH:14]=1)=[O:7])([CH3:4])([CH3:3])[CH3:2].[O:25]=[S:26]1(=[O:40])[CH2:31][CH2:30][N:29]([CH2:32][C:33]2[CH:38]=[CH:37][C:36]([NH2:39])=[CH:35][CH:34]=2)[CH2:28][CH2:27]1.C(N(CC)CC)C.F[P-](F)(F)(F)(F)F.N1(OC(N(C)C)=[N+](C)C)C2C=CC=CC=2N=N1, predict the reaction product. The product is: [C:1]([O:5][C:6](=[O:7])[NH:8][C:9]1[CH:14]=[C:13]([C:15]2[CH:16]=[CH:17][C:18]([C:21](=[O:22])[NH:39][C:36]3[CH:37]=[CH:38][C:33]([CH2:32][N:29]4[CH2:28][CH2:27][S:26](=[O:25])(=[O:40])[CH2:31][CH2:30]4)=[CH:34][CH:35]=3)=[CH:19][CH:20]=2)[C:12]([CH3:24])=[CH:11][CH:10]=1)([CH3:4])([CH3:2])[CH3:3]. (3) Given the reactants Cl[C:2]1[N:3]=[C:4]([N:22]2[CH2:27][CH2:26][O:25][CH2:24][CH2:23]2)[C:5]2[O:10][C:9]([CH2:11][N:12]3[CH2:17][CH2:16][N:15]([S:18]([CH3:21])(=[O:20])=[O:19])[CH2:14][CH2:13]3)=[CH:8][C:6]=2[N:7]=1.CC1(C)C(C)(C)OB([C:36]2[CH:44]=[CH:43][CH:42]=[C:41]3[C:37]=2[CH:38]=[N:39][NH:40]3)O1.C(=O)([O-])[O-].[Na+].[Na+], predict the reaction product. The product is: [NH:40]1[C:41]2[C:37](=[C:36]([C:2]3[N:3]=[C:4]([N:22]4[CH2:27][CH2:26][O:25][CH2:24][CH2:23]4)[C:5]4[O:10][C:9]([CH2:11][N:12]5[CH2:17][CH2:16][N:15]([S:18]([CH3:21])(=[O:20])=[O:19])[CH2:14][CH2:13]5)=[CH:8][C:6]=4[N:7]=3)[CH:44]=[CH:43][CH:42]=2)[CH:38]=[N:39]1.